From a dataset of Catalyst prediction with 721,799 reactions and 888 catalyst types from USPTO. Predict which catalyst facilitates the given reaction. (1) Reactant: [CH2:1]([C:3]([C:21]1[CH:41]=[CH:40][C:24]([O:25][CH2:26][CH2:27][CH2:28][N:29]2C(=O)C3C(=CC=CC=3)C2=O)=[C:23]([CH3:42])[CH:22]=1)([C:6]1[CH:11]=[CH:10][C:9]([CH2:12][CH2:13][CH:14]([OH:19])[C:15]([CH3:18])([CH3:17])[CH3:16])=[C:8]([CH3:20])[CH:7]=1)[CH2:4][CH3:5])[CH3:2].O.NN. Product: [NH2:29][CH2:28][CH2:27][CH2:26][O:25][C:24]1[CH:40]=[CH:41][C:21]([C:3]([C:6]2[CH:11]=[CH:10][C:9]([CH2:12][CH2:13][CH:14]([OH:19])[C:15]([CH3:17])([CH3:16])[CH3:18])=[C:8]([CH3:20])[CH:7]=2)([CH2:4][CH3:5])[CH2:1][CH3:2])=[CH:22][C:23]=1[CH3:42]. The catalyst class is: 14. (2) Reactant: C[O:2][C:3](=[O:15])[CH2:4][C:5]1[C:13]2[C:8](=[N:9][CH:10]=[CH:11][CH:12]=2)[NH:7][C:6]=1[CH3:14].[H-].[Na+].Br[CH2:19][C:20]1[CH:25]=[CH:24][C:23]([S:26]([CH2:29][CH3:30])(=[O:28])=[O:27])=[CH:22][C:21]=1[Cl:31].[I-].[Na+]. Product: [Cl:31][C:21]1[CH:22]=[C:23]([S:26]([CH2:29][CH3:30])(=[O:28])=[O:27])[CH:24]=[CH:25][C:20]=1[CH2:19][N:7]1[C:8]2=[N:9][CH:10]=[CH:11][CH:12]=[C:13]2[C:5]([CH2:4][C:3]([OH:2])=[O:15])=[C:6]1[CH3:14]. The catalyst class is: 3. (3) Reactant: [N:1]([CH:4]([C:6]1[C:15]([C:16]2[CH:21]=[CH:20][CH:19]=[CH:18][CH:17]=2)=[C:14]([C:22]([O:24][CH3:25])=[O:23])[C:13]2[C:8](=[CH:9][CH:10]=[C:11]([F:26])[CH:12]=2)[N:7]=1)[CH3:5])=[N+]=[N-]. Product: [NH2:1][CH:4]([C:6]1[C:15]([C:16]2[CH:21]=[CH:20][CH:19]=[CH:18][CH:17]=2)=[C:14]([C:22]([O:24][CH3:25])=[O:23])[C:13]2[C:8](=[CH:9][CH:10]=[C:11]([F:26])[CH:12]=2)[N:7]=1)[CH3:5]. The catalyst class is: 19. (4) Reactant: [NH:1]1[CH2:4][CH:3]([C:5]2[O:9][N:8]=[C:7]([C:10]3[N:15]=[C:14]([N:16]([CH3:23])[C:17]4[CH:22]=[CH:21][CH:20]=[CH:19][CH:18]=4)[N:13]=[C:12]([NH2:24])[N:11]=3)[N:6]=2)[CH2:2]1.FC(F)(F)[CH2:27][CH:28]=[O:29].C(O)(=O)C.C(O[BH-](OC(=O)C)OC(=O)C)(=O)C.[Na+]. Product: [NH2:24][C:12]1[N:13]=[C:14]([N:16]([CH3:23])[C:17]2[CH:22]=[CH:21][CH:20]=[CH:19][CH:18]=2)[N:15]=[C:10]([C:7]2[N:6]=[C:5]([CH:3]3[CH2:2][N:1]([C:28](=[O:29])[CH3:27])[CH2:4]3)[O:9][N:8]=2)[N:11]=1. The catalyst class is: 26. (5) Reactant: Br[C:2]1[CH:7]=[CH:6][C:5]([S:8]([NH:11][C:12]2[N:17]=[C:16]([N:18]3[CH2:23][C@H:22]([CH3:24])[N:21]([C:25]([O:27][C:28]([CH3:31])([CH3:30])[CH3:29])=[O:26])[C@H:20]([CH3:32])[CH2:19]3)[CH:15]=[CH:14][C:13]=2[O:33][CH3:34])(=[O:10])=[O:9])=[C:4]([Cl:35])[CH:3]=1.[CH3:36][C:37]1[S:41][C:40](B(O)O)=[CH:39][CH:38]=1.C(=O)([O-])[O-].[Na+].[Na+].O. Product: [Cl:35][C:4]1[CH:3]=[C:2]([C:40]2[S:41][C:37]([CH3:36])=[CH:38][CH:39]=2)[CH:7]=[CH:6][C:5]=1[S:8]([NH:11][C:12]1[N:17]=[C:16]([N:18]2[CH2:23][C@H:22]([CH3:24])[N:21]([C:25]([O:27][C:28]([CH3:31])([CH3:30])[CH3:29])=[O:26])[C@H:20]([CH3:32])[CH2:19]2)[CH:15]=[CH:14][C:13]=1[O:33][CH3:34])(=[O:10])=[O:9]. The catalyst class is: 843. (6) Reactant: [CH2:1]([O:4][C:5]1[CH:22]=[CH:21][C:8]([C:9]([C:11]2[CH:16]=[CH:15][CH:14]=[CH:13][C:12]=2[O:17]COC)=[O:10])=[CH:7][CH:6]=1)[CH:2]=[CH2:3].Cl. Product: [CH2:1]([O:4][C:5]1[CH:22]=[CH:21][C:8]([C:9]([C:11]2[CH:16]=[CH:15][CH:14]=[CH:13][C:12]=2[OH:17])=[O:10])=[CH:7][CH:6]=1)[CH:2]=[CH2:3]. The catalyst class is: 8. (7) Reactant: [Cl:1][C:2]1[C:3]([C:14]([OH:16])=O)=[N:4][O:5][C:6]=1[C:7]1[CH:12]=[CH:11][C:10]([Cl:13])=[CH:9][CH:8]=1.F[P-](F)(F)(F)(F)F.N1(OC(N(C)C)=[N+](C)C)C2N=CC=CC=2N=N1.[NH2:41][C@@H:42]1[CH2:47][CH2:46][CH2:45][C@H:44]([OH:48])[CH2:43]1. Product: [Cl:1][C:2]1[C:3]([C:14]([NH:41][C@@H:42]2[CH2:47][CH2:46][CH2:45][C@H:44]([OH:48])[CH2:43]2)=[O:16])=[N:4][O:5][C:6]=1[C:7]1[CH:8]=[CH:9][C:10]([Cl:13])=[CH:11][CH:12]=1. The catalyst class is: 9. (8) Reactant: [Br:1][C:2]1[C:3]([CH3:13])=[C:4]([CH:9]=[C:10]([F:12])[CH:11]=1)[C:5]([O:7][CH3:8])=[O:6].C1C(=O)N([Br:21])C(=O)C1.C(OOC(=O)C1C=CC=CC=1)(=O)C1C=CC=CC=1. Product: [Br:1][C:2]1[C:3]([CH2:13][Br:21])=[C:4]([CH:9]=[C:10]([F:12])[CH:11]=1)[C:5]([O:7][CH3:8])=[O:6]. The catalyst class is: 53. (9) Reactant: [C:1]([C:3]1[CH:10]=[CH:9][C:6]([CH:7]=O)=[CH:5][CH:4]=1)#[N:2].C(Br)(Br)Br.[OH-].[K+].Cl.C([OH:20])C.[O:21]1[CH2:26][CH2:25][O:24][CH2:23]C1. Product: [C:1]([C:3]1[CH:10]=[CH:9][C:6]([CH2:7][CH2:23][O:24][CH2:25][C:26]([OH:21])=[O:20])=[CH:5][CH:4]=1)#[N:2]. The catalyst class is: 97.